Task: Predict the product of the given reaction.. Dataset: Forward reaction prediction with 1.9M reactions from USPTO patents (1976-2016) (1) Given the reactants Cl.Br[C:3]1[CH:4]=[C:5]([CH:9]=[CH:10][CH:11]=1)[C:6](N)=[NH:7].[OH-].[Na+].Cl[C:20]1[C:19](=O)[C:18]([C:23]#[N:24])=[C:18]([C:23]#[N:24])[C:19](=O)[C:20]=1Cl.[CH2:28](O)C, predict the reaction product. The product is: [N:7]1[C:6]2[C:18](=[CH:19][CH:20]=[C:9]3[CH:10]=[CH:11][CH:3]=[CH:4][C:5]3=2)[CH:23]=[N:24][CH:28]=1. (2) The product is: [C:1]([NH:3][C@@H:5]([C:8]([OH:10])=[O:9])[CH2:6][SH:7])(=[O:12])[CH3:2]. Given the reactants [C:1](#[N:3])[CH3:2].N[C@@H:5]([C:8]([OH:10])=[O:9])[CH2:6][SH:7].[NH4+].[OH-:12], predict the reaction product. (3) The product is: [C:1]([C:5]1[N:6]=[C:7]([NH:10][C:11]([C:13]2[CH:49]=[CH:48][N:16]3[C:17](=[O:47])[C:18](/[CH:31]=[CH:32]/[C:33]4[N:37]([CH2:38][C:39]5[CH:44]=[CH:43][C:42]([O:45][CH3:46])=[CH:41][CH:40]=5)[N:36]=[N:35][N:34]=4)=[C:19]([N:21]4[CH2:26][CH2:25][CH2:24][CH:23]([CH2:27][C:28]([NH:63][CH2:51][CH2:50][N:52]([CH3:55])[CH3:53])=[O:30])[CH2:22]4)[N:20]=[C:15]3[CH:14]=2)=[O:12])[S:8][CH:9]=1)([CH3:2])([CH3:4])[CH3:3]. Given the reactants [C:1]([C:5]1[N:6]=[C:7]([NH:10][C:11]([C:13]2[CH:49]=[CH:48][N:16]3[C:17](=[O:47])[C:18](/[CH:31]=[CH:32]/[C:33]4[N:37]([CH2:38][C:39]5[CH:44]=[CH:43][C:42]([O:45][CH3:46])=[CH:41][CH:40]=5)[N:36]=[N:35][N:34]=4)=[C:19]([N:21]4[CH2:26][CH2:25][CH2:24][CH:23]([CH2:27][C:28]([OH:30])=O)[CH2:22]4)[N:20]=[C:15]3[CH:14]=2)=[O:12])[S:8][CH:9]=1)([CH3:4])([CH3:3])[CH3:2].[CH2:50]([N:52]([CH2:55]C)[CH2:53]C)[CH3:51].C1C=CC2N(O)N=[N:63]C=2C=1.Cl, predict the reaction product. (4) Given the reactants [C:1]1([CH3:11])[CH:6]=[C:5]([CH3:7])[CH:4]=[C:3]([CH3:8])[C:2]=1[Mg]Br.P(C(C)(C)C)(C(C)(C)C)C(C)(C)C.Br[C:26]1[CH2:27][C:28]2[C:33]([CH:34]=1)=[CH:32][CH:31]=[CH:30][CH:29]=2, predict the reaction product. The product is: [C:1]1([CH3:11])[CH:6]=[C:5]([CH3:7])[CH:4]=[C:3]([CH3:8])[C:2]=1[C:26]1[CH2:34][C:33]2[C:28]([CH:27]=1)=[CH:29][CH:30]=[CH:31][CH:32]=2. (5) Given the reactants [CH3:1][N:2]([CH3:20])[C:3]1[CH:8]=[CH:7][C:6]([C:9]2[N:18]=[C:17](O)[C:16]3[C:11](=[CH:12][CH:13]=[CH:14][CH:15]=3)[N:10]=2)=[CH:5][CH:4]=1.O=P(Cl)(Cl)[Cl:23], predict the reaction product. The product is: [Cl:23][C:17]1[C:16]2[C:11](=[CH:12][CH:13]=[CH:14][CH:15]=2)[N:10]=[C:9]([C:6]2[CH:7]=[CH:8][C:3]([N:2]([CH3:20])[CH3:1])=[CH:4][CH:5]=2)[N:18]=1. (6) Given the reactants C([O:8][C@@H:9]1[C@@H:14]([O:15]CC2C=CC=CC=2)[C@H:13]([O:23]CC2C=CC=CC=2)[C@@H:12]([CH2:31][O:32]CC2C=CC=CC=2)[O:11][C@H:10]1[C:40]1[CH:45]=[C:44]([CH2:46][C:47]2[CH:52]=[CH:51][C:50]([CH2:53][CH2:54][NH:55][C:56]([NH:58][C:59]([CH3:63])([CH3:62])[CH2:60][OH:61])=[O:57])=[CH:49][CH:48]=2)[C:43]([CH3:64])=[CH:42][C:41]=1[O:65]CC1C=CC=CC=1)C1C=CC=CC=1, predict the reaction product. The product is: [OH:61][CH2:60][C:59]([NH:58][C:56]([NH:55][CH2:54][CH2:53][C:50]1[CH:51]=[CH:52][C:47]([CH2:46][C:44]2[C:43]([CH3:64])=[CH:42][C:41]([OH:65])=[C:40]([C@@H:10]3[O:11][C@H:12]([CH2:31][OH:32])[C@@H:13]([OH:23])[C@H:14]([OH:15])[C@H:9]3[OH:8])[CH:45]=2)=[CH:48][CH:49]=1)=[O:57])([CH3:62])[CH3:63].